This data is from NCI-60 drug combinations with 297,098 pairs across 59 cell lines. The task is: Regression. Given two drug SMILES strings and cell line genomic features, predict the synergy score measuring deviation from expected non-interaction effect. (1) Drug 1: CNC(=O)C1=CC=CC=C1SC2=CC3=C(C=C2)C(=NN3)C=CC4=CC=CC=N4. Drug 2: C1=C(C(=O)NC(=O)N1)F. Cell line: CAKI-1. Synergy scores: CSS=29.6, Synergy_ZIP=7.57, Synergy_Bliss=6.58, Synergy_Loewe=8.08, Synergy_HSA=8.65. (2) Drug 1: CN(C)N=NC1=C(NC=N1)C(=O)N. Drug 2: CC1=C2C(C(=O)C3(C(CC4C(C3C(C(C2(C)C)(CC1OC(=O)C(C(C5=CC=CC=C5)NC(=O)OC(C)(C)C)O)O)OC(=O)C6=CC=CC=C6)(CO4)OC(=O)C)O)C)O. Cell line: SN12C. Synergy scores: CSS=19.2, Synergy_ZIP=-7.69, Synergy_Bliss=-10.6, Synergy_Loewe=-76.5, Synergy_HSA=-10.1. (3) Drug 1: CN(C)N=NC1=C(NC=N1)C(=O)N. Drug 2: C1=CC=C(C(=C1)C(C2=CC=C(C=C2)Cl)C(Cl)Cl)Cl. Cell line: SK-MEL-28. Synergy scores: CSS=-1.44, Synergy_ZIP=0.502, Synergy_Bliss=-0.232, Synergy_Loewe=-1.34, Synergy_HSA=-1.65. (4) Drug 1: C1=NC(=NC(=O)N1C2C(C(C(O2)CO)O)O)N. Drug 2: CC1C(C(CC(O1)OC2CC(CC3=C2C(=C4C(=C3O)C(=O)C5=CC=CC=C5C4=O)O)(C(=O)C)O)N)O. Cell line: M14. Synergy scores: CSS=49.8, Synergy_ZIP=-6.73, Synergy_Bliss=-4.72, Synergy_Loewe=-4.15, Synergy_HSA=-2.15. (5) Drug 1: C1=NC2=C(N1)C(=S)N=C(N2)N. Drug 2: CS(=O)(=O)CCNCC1=CC=C(O1)C2=CC3=C(C=C2)N=CN=C3NC4=CC(=C(C=C4)OCC5=CC(=CC=C5)F)Cl. Cell line: NCI/ADR-RES. Synergy scores: CSS=39.8, Synergy_ZIP=-4.86, Synergy_Bliss=-1.97, Synergy_Loewe=-3.17, Synergy_HSA=0.278. (6) Drug 1: COC1=C(C=C2C(=C1)N=CN=C2NC3=CC(=C(C=C3)F)Cl)OCCCN4CCOCC4. Drug 2: CCCCC(=O)OCC(=O)C1(CC(C2=C(C1)C(=C3C(=C2O)C(=O)C4=C(C3=O)C=CC=C4OC)O)OC5CC(C(C(O5)C)O)NC(=O)C(F)(F)F)O. Cell line: BT-549. Synergy scores: CSS=24.4, Synergy_ZIP=-6.60, Synergy_Bliss=0.0497, Synergy_Loewe=1.77, Synergy_HSA=1.52. (7) Drug 1: CCC1=CC2CC(C3=C(CN(C2)C1)C4=CC=CC=C4N3)(C5=C(C=C6C(=C5)C78CCN9C7C(C=CC9)(C(C(C8N6C)(C(=O)OC)O)OC(=O)C)CC)OC)C(=O)OC.C(C(C(=O)O)O)(C(=O)O)O. Drug 2: C1=CC=C(C(=C1)C(C2=CC=C(C=C2)Cl)C(Cl)Cl)Cl. Cell line: SNB-19. Synergy scores: CSS=46.7, Synergy_ZIP=4.70, Synergy_Bliss=5.00, Synergy_Loewe=-36.8, Synergy_HSA=5.40. (8) Drug 2: CC1CC(C(C(C=C(C(C(C=CC=C(C(=O)NC2=CC(=O)C(=C(C1)C2=O)OC)C)OC)OC(=O)N)C)C)O)OC. Synergy scores: CSS=56.8, Synergy_ZIP=-1.33, Synergy_Bliss=-2.16, Synergy_Loewe=0.697, Synergy_HSA=2.94. Drug 1: CCC1=CC2CC(C3=C(CN(C2)C1)C4=CC=CC=C4N3)(C5=C(C=C6C(=C5)C78CCN9C7C(C=CC9)(C(C(C8N6C)(C(=O)OC)O)OC(=O)C)CC)OC)C(=O)OC. Cell line: UACC62. (9) Drug 1: CC12CCC(CC1=CCC3C2CCC4(C3CC=C4C5=CN=CC=C5)C)O. Drug 2: CC12CCC3C(C1CCC2=O)CC(=C)C4=CC(=O)C=CC34C. Cell line: SN12C. Synergy scores: CSS=27.9, Synergy_ZIP=1.06, Synergy_Bliss=1.72, Synergy_Loewe=2.76, Synergy_HSA=2.40. (10) Drug 1: C1=CN(C(=O)N=C1N)C2C(C(C(O2)CO)O)O.Cl. Drug 2: CN1C(=O)N2C=NC(=C2N=N1)C(=O)N. Cell line: IGROV1. Synergy scores: CSS=19.0, Synergy_ZIP=-6.49, Synergy_Bliss=-1.34, Synergy_Loewe=-7.58, Synergy_HSA=0.789.